This data is from Reaction yield outcomes from USPTO patents with 853,638 reactions. The task is: Predict the reaction yield, written as a fraction of the theoretical maximum amount of product (1.0 means a 100% yield; for example, 0.34 means a 34% yield). (1) The reactants are [CH2:1]([C@H:8]1[CH2:16][O:15][CH2:14][C@H:13]([NH:17][C:18]([O:20][C:21]([CH3:24])([CH3:23])[CH3:22])=[O:19])[C:12](=[O:25])[O:11][C@@H:10]([CH3:26])[C@@H:9]1[O:27][CH2:28][CH2:29][C:30]([OH:32])=O)[C:2]1[CH:7]=[CH:6][CH:5]=[CH:4][CH:3]=1.C[CH2:34][N:35](C(C)C)[CH:36](C)C.OC1C2N=NNC=2C=CC=1.C(N=C=NCCCN(C)C)C.Cl.CNC. The catalyst is CN(C)C=O.CCOC(C)=O. The product is [CH2:1]([C@@H:8]1[C@@H:9]([O:27][CH2:28][CH2:29][C:30]([N:35]([CH3:36])[CH3:34])=[O:32])[C@H:10]([CH3:26])[O:11][C:12](=[O:25])[C@@H:13]([NH:17][C:18](=[O:19])[O:20][C:21]([CH3:24])([CH3:23])[CH3:22])[CH2:14][O:15][CH2:16]1)[C:2]1[CH:7]=[CH:6][CH:5]=[CH:4][CH:3]=1. The yield is 0.780. (2) The reactants are [O:1]1[CH:5]=[CH:4][CH:3]=[C:2]1[C:6]1[C:7]2[NH:15][N:14]=[N:13][C:8]=2[N:9]=[C:10]([NH2:12])[N:11]=1.[CH3:16][O:17][C:18]1[CH:25]=[CH:24][C:23]([N+:26]([O-:28])=[O:27])=[CH:22][C:19]=1[CH2:20]Br. The catalyst is CN(C=O)C.O. The product is [O:1]1[CH:5]=[CH:4][CH:3]=[C:2]1[C:6]1[C:7]2[N:15]=[N:14][N:13]([CH2:20][C:19]3[CH:22]=[C:23]([N+:26]([O-:28])=[O:27])[CH:24]=[CH:25][C:18]=3[O:17][CH3:16])[C:8]=2[N:9]=[C:10]([NH2:12])[N:11]=1. The yield is 0.250.